This data is from Full USPTO retrosynthesis dataset with 1.9M reactions from patents (1976-2016). The task is: Predict the reactants needed to synthesize the given product. Given the product [F:10][C:11]1[CH:12]=[C:13]([CH:24]=[CH:25][CH:26]=1)[CH2:14][C:15]1[CH:16]=[C:17]([CH:21]=[CH:22][CH:23]=1)[C:18]([NH:7][CH2:6][CH2:5][C:4]#[C:3][Si:2]([CH3:9])([CH3:8])[CH3:1])=[O:19], predict the reactants needed to synthesize it. The reactants are: [CH3:1][Si:2]([CH3:9])([CH3:8])[C:3]#[C:4][CH2:5][CH2:6][NH2:7].[F:10][C:11]1[CH:12]=[C:13]([CH:24]=[CH:25][CH:26]=1)[CH2:14][C:15]1[CH:16]=[C:17]([CH:21]=[CH:22][CH:23]=1)[C:18](O)=[O:19].CN(C(ON1N=NC2C=CC=NC1=2)=[N+](C)C)C.F[P-](F)(F)(F)(F)F.C(N(CC)C(C)C)(C)C.